From a dataset of Reaction yield outcomes from USPTO patents with 853,638 reactions. Predict the reaction yield, written as a fraction of the theoretical maximum amount of product (1.0 means a 100% yield; for example, 0.34 means a 34% yield). The reactants are [C:1]([O:5][C:6](=[O:16])[NH:7][C:8]1[CH:13]=[CH:12][CH:11]=[C:10]([CH2:14][OH:15])[N:9]=1)([CH3:4])([CH3:3])[CH3:2].CC(C)([O-])C.[K+].Br[CH2:24][CH2:25][CH:26]1CC[CH2:29][CH2:28][CH2:27]1. The catalyst is CN(C=O)C.O. The product is [CH2:24]([N:7]([C:8]1[CH:13]=[CH:12][CH:11]=[C:10]([CH2:14][OH:15])[N:9]=1)[C:6](=[O:16])[O:5][C:1]([CH3:4])([CH3:2])[CH3:3])[CH2:25][CH2:26][CH2:27][CH2:28][CH3:29]. The yield is 0.690.